From a dataset of Full USPTO retrosynthesis dataset with 1.9M reactions from patents (1976-2016). Predict the reactants needed to synthesize the given product. (1) Given the product [CH2:22]([N:5]1[C:6](=[O:13])[C:7]2[CH:12]=[CH:11][CH:10]=[CH:9][C:8]=2[N:2]([CH3:1])[C:3](=[O:14])[CH2:4]1)[CH2:23][CH2:24][CH3:25], predict the reactants needed to synthesize it. The reactants are: [CH3:1][N:2]1[C:8]2[CH:9]=[CH:10][CH:11]=[CH:12][C:7]=2[C:6](=[O:13])[NH:5][CH2:4][C:3]1=[O:14].CC(C)([O-])C.[K+].I[CH2:22][CH2:23][CH2:24][CH3:25].C(OCC)(=O)C.CCCCCC. (2) Given the product [CH2:25]=[C:26]([C:2]1[CH:3]=[N:4][C:5]([C:8]([NH:10][C@H:11]2[CH2:15][CH2:14][N:13]([C:16]3[C:17]4[N:18]([CH:22]=[CH:23][CH:24]=4)[CH:19]=[CH:20][N:21]=3)[CH2:12]2)=[O:9])=[N:6][CH:7]=1)[CH3:30], predict the reactants needed to synthesize it. The reactants are: Br[C:2]1[CH:3]=[N:4][C:5]([C:8]([NH:10][C@H:11]2[CH2:15][CH2:14][N:13]([C:16]3[C:17]4[N:18]([CH:22]=[CH:23][CH:24]=4)[CH:19]=[CH:20][N:21]=3)[CH2:12]2)=[O:9])=[N:6][CH:7]=1.[CH3:25][C:26]1(C)[C:30](C)(C)OB(C(C)=C)O1.C([O-])([O-])=O.[K+].[K+].